This data is from Full USPTO retrosynthesis dataset with 1.9M reactions from patents (1976-2016). The task is: Predict the reactants needed to synthesize the given product. (1) Given the product [N+:1]([C:4]1[CH:5]=[CH:6][C:7]([NH2:8])=[CH:9][CH:10]=1)([O-:3])=[O:2], predict the reactants needed to synthesize it. The reactants are: [N+:1]([C:4]1[CH:5]=[C:6](S(O)(=O)=O)[C:7](=[CH:9][CH:10]=1)[NH2:8])([O-:3])=[O:2].NC1C=CC([N+]([O-])=O)=CC=1C(F)(F)F. (2) Given the product [C:15]([C:2]1[CH:7]=[CH:6][C:5]([F:8])=[CH:4][N:3]=1)(=[O:16])[CH3:14], predict the reactants needed to synthesize it. The reactants are: Br[C:2]1[CH:7]=[CH:6][C:5]([F:8])=[CH:4][N:3]=1.C([Li])(CC)C.[CH3:14][C:15](N(C)C)=[O:16]. (3) Given the product [CH:20]1([C:23]2[CH:24]=[C:25]([NH:26][C:16](=[O:18])[CH2:15][C:3]3[N:2]([CH3:1])[C:7](=[O:8])[CH:6]=[C:5]([N:9]4[CH2:10][CH2:11][O:12][CH2:13][CH2:14]4)[N:4]=3)[CH:27]=[CH:28][CH:29]=2)[CH2:22][CH2:21]1, predict the reactants needed to synthesize it. The reactants are: [CH3:1][N:2]1[C:7](=[O:8])[CH:6]=[C:5]([N:9]2[CH2:14][CH2:13][O:12][CH2:11][CH2:10]2)[N:4]=[C:3]1[CH2:15][C:16]([O-:18])=O.[Na+].[CH:20]1([C:23]2[CH:24]=[C:25]([CH:27]=[CH:28][CH:29]=2)[NH2:26])[CH2:22][CH2:21]1.Cl.CN(C)CCCN=C=NCC.C(Cl)Cl.CO. (4) Given the product [Cl:17][C:18]1[CH:24]=[CH:23][C:21]([NH:22][C:2]2[C:7]([C:8]#[N:9])=[CH:6][N:5]=[C:4]3[C:10]4[CH:16]=[CH:15][CH:14]=[CH:13][C:11]=4[O:12][C:3]=23)=[C:20]([F:25])[CH:19]=1, predict the reactants needed to synthesize it. The reactants are: Cl[C:2]1[C:7]([C:8]#[N:9])=[CH:6][N:5]=[C:4]2[C:10]3[CH:16]=[CH:15][CH:14]=[CH:13][C:11]=3[O:12][C:3]=12.[Cl:17][C:18]1[CH:24]=[CH:23][C:21]([NH2:22])=[C:20]([F:25])[CH:19]=1.Cl.N1C=CC=CC=1. (5) Given the product [CH3:31][N:30]([CH2:29][C:28]([O:27][C:23]([CH3:26])([CH3:25])[CH3:24])=[O:32])[C:20](=[O:22])[CH2:19][CH2:18][C:16]1[CH:15]=[CH:14][CH:13]=[C:12]([C:4]2[S:5][C:6]3[CH:11]=[CH:10][CH:9]=[CH:8][C:7]=3[C:2](=[O:1])[N:3]=2)[N:17]=1, predict the reactants needed to synthesize it. The reactants are: [O:1]=[C:2]1[C:7]2[CH:8]=[CH:9][CH:10]=[CH:11][C:6]=2[S:5][C:4]([C:12]2[N:17]=[C:16]([CH2:18][CH2:19][C:20]([OH:22])=O)[CH:15]=[CH:14][CH:13]=2)=[N:3]1.[C:23]([O:27][C:28](=[O:32])[CH2:29][NH:30][CH3:31])([CH3:26])([CH3:25])[CH3:24].CCN=C=NCCCN(C)C.C1C=CC2N(O)N=NC=2C=1.